Dataset: Peptide-MHC class I binding affinity with 185,985 pairs from IEDB/IMGT. Task: Regression. Given a peptide amino acid sequence and an MHC pseudo amino acid sequence, predict their binding affinity value. This is MHC class I binding data. (1) The peptide sequence is AIIDYIAYM. The MHC is HLA-B57:01 with pseudo-sequence HLA-B57:01. The binding affinity (normalized) is 0.0847. (2) The peptide sequence is DHLKEKSSL. The MHC is HLA-B46:01 with pseudo-sequence HLA-B46:01. The binding affinity (normalized) is 0.0847. (3) The peptide sequence is FTGITLFLL. The MHC is HLA-A02:01 with pseudo-sequence HLA-A02:01. The binding affinity (normalized) is 0.550. (4) The peptide sequence is FVADSTPLY. The MHC is HLA-A03:01 with pseudo-sequence HLA-A03:01. The binding affinity (normalized) is 0.0847.